Dataset: Forward reaction prediction with 1.9M reactions from USPTO patents (1976-2016). Task: Predict the product of the given reaction. (1) Given the reactants [H-].[Na+].[CH3:3][C:4]1([CH3:11])[O:8][CH:7]([CH2:9][OH:10])[CH2:6][O:5]1.Br[CH2:13][CH2:14][O:15][Si:16]([C:19]([CH3:22])([CH3:21])[CH3:20])([CH3:18])[CH3:17].[Cl-].[NH4+], predict the reaction product. The product is: [C:19]([Si:16]([O:15][CH2:14][CH2:13][O:10][CH2:9][CH:7]1[CH2:6][O:5][C:4]([CH3:11])([CH3:3])[O:8]1)([CH3:18])[CH3:17])([CH3:22])([CH3:21])[CH3:20]. (2) Given the reactants [CH3:1][NH:2][C:3]1[C:8]([NH2:9])=[CH:7][C:6]([C:10]([F:13])([F:12])[F:11])=[CH:5][N:4]=1.[Cl:14][C:15]1[C:20]([C:21](O)=[O:22])=[CH:19][CH:18]=[C:17]([C:24]([F:27])([F:26])[F:25])[N:16]=1.CCN=C=NCCCN(C)C.Cl.C1C=CC2N(O)N=NC=2C=1, predict the reaction product. The product is: [CH3:1][NH:2][C:3]1[C:8]([NH:9][C:21]([C:20]2[C:15]([Cl:14])=[N:16][C:17]([C:24]([F:27])([F:25])[F:26])=[CH:18][CH:19]=2)=[O:22])=[CH:7][C:6]([C:10]([F:13])([F:11])[F:12])=[CH:5][N:4]=1. (3) Given the reactants [C:1]([C:5]1[CH:10]=[CH:9][C:8]([NH:11][C:12]([NH:14][C@@H:15]([CH3:24])[CH2:16][C:17](OC(C)(C)C)=[O:18])=[O:13])=[CH:7][CH:6]=1)([CH3:4])([CH3:3])[CH3:2].[Li+].[BH4-], predict the reaction product. The product is: [C:1]([C:5]1[CH:10]=[CH:9][C:8]([NH:11][C:12]([NH:14][C@@H:15]([CH3:24])[CH2:16][CH2:17][OH:18])=[O:13])=[CH:7][CH:6]=1)([CH3:4])([CH3:2])[CH3:3]. (4) Given the reactants [H-].[Na+].[C:3]([O:7][C:8](=[O:28])[NH:9][CH:10]([CH2:26][OH:27])[CH2:11][C:12]1[CH:17]=[CH:16][C:15]([C:18]2[CH:23]=[CH:22][C:21]([F:24])=[C:20]([Cl:25])[CH:19]=2)=[CH:14][CH:13]=1)([CH3:6])([CH3:5])[CH3:4].[CH2:29]1COCC1, predict the reaction product. The product is: [C:3]([O:7][C:8](=[O:28])[NH:9][CH:10]([CH2:26][O:27][CH3:29])[CH2:11][C:12]1[CH:17]=[CH:16][C:15]([C:18]2[CH:23]=[CH:22][C:21]([F:24])=[C:20]([Cl:25])[CH:19]=2)=[CH:14][CH:13]=1)([CH3:5])([CH3:4])[CH3:6]. (5) Given the reactants [NH2:1][C:2]1[CH:10]=[CH:9][C:8]([F:11])=[CH:7][C:3]=1[C:4]([OH:6])=[O:5].[N:12]1[CH:17]=[CH:16][C:15]([CH:18]=O)=[CH:14][CH:13]=1, predict the reaction product. The product is: [F:11][C:8]1[CH:9]=[CH:10][C:2]([NH:1][CH2:18][C:15]2[CH:16]=[CH:17][N:12]=[CH:13][CH:14]=2)=[C:3]([CH:7]=1)[C:4]([OH:6])=[O:5]. (6) Given the reactants [CH3:1][N:2]1[CH2:7][CH2:6][N:5]([C:8]2[CH:16]=[CH:15][C:11]([C:12]([OH:14])=O)=[CH:10][N:9]=2)[CH2:4][CH2:3]1.C(NC(C)C)(C)C.[CH2:24]([NH2:31])[C:25]1[CH:30]=[CH:29][CH:28]=[CH:27][CH:26]=1.F[P-](F)(F)(F)(F)F.N1(O[P+](N(C)C)(N(C)C)N(C)C)C2C=CC=CC=2N=N1, predict the reaction product. The product is: [CH2:24]([NH:31][C:12](=[O:14])[C:11]1[CH:15]=[CH:16][C:8]([N:5]2[CH2:4][CH2:3][N:2]([CH3:1])[CH2:7][CH2:6]2)=[N:9][CH:10]=1)[C:25]1[CH:30]=[CH:29][CH:28]=[CH:27][CH:26]=1.